Dataset: Forward reaction prediction with 1.9M reactions from USPTO patents (1976-2016). Task: Predict the product of the given reaction. Given the reactants [N:1]([C@H:4]1[C:12]2[C:7](=[CH:8][C:9]([Br:13])=[CH:10][CH:11]=2)[CH2:6][CH2:5]1)=[N+]=[N-].O.O.Cl[Sn]Cl, predict the reaction product. The product is: [Br:13][C:9]1[CH:8]=[C:7]2[C:12](=[CH:11][CH:10]=1)[C@H:4]([NH2:1])[CH2:5][CH2:6]2.